Dataset: Forward reaction prediction with 1.9M reactions from USPTO patents (1976-2016). Task: Predict the product of the given reaction. (1) The product is: [C:71]([C@@H:67]1[CH2:68][CH2:69][CH2:70][N:66]1[C:64](=[O:65])[CH2:63][NH:62][C:11]([C:4]1[C:5]2[C:10](=[CH:9][CH:8]=[CH:7][CH:6]=2)[N:1]=[CH:2][CH:3]=1)=[O:13])#[N:72]. Given the reactants [N:1]1[C:10]2[C:5](=[CH:6][CH:7]=[CH:8][CH:9]=2)[C:4]([C:11]([OH:13])=O)=[CH:3][CH:2]=1.C(N(C(C)C)C(C)C)C.C1C=CC2N(O)N=NC=2C=1.CN(C(ON1N=NC2C=CC=CC1=2)=[N+](C)C)C.[B-](F)(F)(F)F.FC(F)(F)C(O)=O.[NH2:62][CH2:63][C:64]([N:66]1[CH2:70][CH2:69][CH2:68][C@H:67]1[C:71]#[N:72])=[O:65], predict the reaction product. (2) Given the reactants [CH:1]1([C:6]2[CH:35]=[CH:34][C:9]([CH2:10][O:11][C:12]3[CH:20]=[CH:19][C:18]4[N:17]5[CH2:21][CH2:22][CH:23]([CH2:24][C:25]([O:27]C(C)(C)C)=[O:26])[C:16]5=[C:15]([CH2:32][CH3:33])[C:14]=4[CH:13]=3)=[CH:8][C:7]=2[C:36]([F:39])([F:38])[F:37])[CH2:5][CH2:4][CH2:3][CH2:2]1.NC(CS)C(O)=O, predict the reaction product. The product is: [CH:1]1([C:6]2[CH:35]=[CH:34][C:9]([CH2:10][O:11][C:12]3[CH:20]=[CH:19][C:18]4[N:17]5[CH2:21][CH2:22][CH:23]([CH2:24][C:25]([OH:27])=[O:26])[C:16]5=[C:15]([CH2:32][CH3:33])[C:14]=4[CH:13]=3)=[CH:8][C:7]=2[C:36]([F:39])([F:37])[F:38])[CH2:2][CH2:3][CH2:4][CH2:5]1. (3) Given the reactants [OH-].[Na+].[CH2:3]([N:5]1[C:9]2=[N:10][C:11]([CH3:26])=[C:12]([C:21]([O:23]CC)=[O:22])[C:13]([NH:14][CH:15]3[CH2:20][CH2:19][O:18][CH2:17][CH2:16]3)=[C:8]2[CH:7]=[N:6]1)[CH3:4], predict the reaction product. The product is: [CH2:3]([N:5]1[C:9]2=[N:10][C:11]([CH3:26])=[C:12]([C:21]([OH:23])=[O:22])[C:13]([NH:14][CH:15]3[CH2:20][CH2:19][O:18][CH2:17][CH2:16]3)=[C:8]2[CH:7]=[N:6]1)[CH3:4]. (4) The product is: [C:17]([O:16][C:14](=[O:15])/[CH:13]=[CH:27]/[C:26]1[CH:29]=[C:22]([Cl:21])[CH:23]=[CH:24][C:25]=1[O:30][CH:31]([F:33])[F:32])([CH3:18])([CH3:19])[CH3:20]. Given the reactants CC(C)([O-])C.[K+].COP([CH2:13][C:14]([O:16][C:17]([CH3:20])([CH3:19])[CH3:18])=[O:15])(OC)=O.[Cl:21][C:22]1[CH:23]=[CH:24][C:25]([O:30][CH:31]([F:33])[F:32])=[C:26]([CH:29]=1)[CH:27]=O, predict the reaction product. (5) Given the reactants [OH:1][C:2]1[N:7]=[C:6]([C:8]([O:10]C)=O)[CH:5]=[CH:4][CH:3]=1.[CH3:12][NH2:13], predict the reaction product. The product is: [OH:1][C:2]1[N:7]=[C:6]([C:8]([NH:13][CH3:12])=[O:10])[CH:5]=[CH:4][CH:3]=1. (6) Given the reactants [CH3:1][C:2]1[C:6]([CH2:7][N:8]2[CH:12]=[C:11]([N:13]3[C:17](=[O:18])[CH2:16][NH:15][C:14]3=[O:19])[CH:10]=[N:9]2)=[C:5]([CH3:20])[O:4][N:3]=1.[CH3:21][O:22][C:23]1[CH:31]=[CH:30][CH:29]=[CH:28][C:24]=1[CH2:25][CH2:26]Br, predict the reaction product. The product is: [CH3:1][C:2]1[C:6]([CH2:7][N:8]2[CH:12]=[C:11]([N:13]3[C:17](=[O:18])[CH2:16][N:15]([CH2:26][CH2:25][C:24]4[CH:28]=[CH:29][CH:30]=[CH:31][C:23]=4[O:22][CH3:21])[C:14]3=[O:19])[CH:10]=[N:9]2)=[C:5]([CH3:20])[O:4][N:3]=1. (7) Given the reactants [NH2:1][C:2]1[CH:3]=[CH:4][C:5]([O:18][C:19]([F:22])([F:21])[F:20])=[C:6]([NH:8][C:9](=[O:17])[CH2:10][N:11]2[CH2:16][CH2:15][O:14][CH2:13][CH2:12]2)[CH:7]=1.[Br:23][C:24]1[CH:32]=[CH:31][C:27]([C:28](O)=[O:29])=[CH:26][CH:25]=1.F[P-](F)(F)(F)(F)F.N1(O[P+](N2CCCC2)(N2CCCC2)N2CCCC2)C2C=CC=CC=2N=N1.C(N(C(C)C)CC)(C)C, predict the reaction product. The product is: [Br:23][C:24]1[CH:32]=[CH:31][C:27]([C:28]([NH:1][C:2]2[CH:3]=[CH:4][C:5]([O:18][C:19]([F:21])([F:22])[F:20])=[C:6]([NH:8][C:9](=[O:17])[CH2:10][N:11]3[CH2:12][CH2:13][O:14][CH2:15][CH2:16]3)[CH:7]=2)=[O:29])=[CH:26][CH:25]=1.